Task: Predict the product of the given reaction.. Dataset: Forward reaction prediction with 1.9M reactions from USPTO patents (1976-2016) (1) Given the reactants [F:1][C:2]1[C:7]([F:8])=[CH:6][CH:5]=[CH:4][C:3]=1[C:9]1[N:37]=[C:12]2[CH:13]=[N:14][N:15]([CH2:17][C:18]3[N:23]=[C:22](N)[C:21]([C:25]4[CH:30]=[CH:29][C:28]([O:31][CH3:32])=[CH:27][C:26]=4[C:33]([F:36])([F:35])[F:34])=[CH:20][CH:19]=3)[CH:16]=[C:11]2[N:10]=1.N([O-])=O.[Na+].N1C=CC=CC1=O.C([O-])(=O)C.[Li+].[OH-:54], predict the reaction product. The product is: [F:1][C:2]1[C:7]([F:8])=[CH:6][CH:5]=[CH:4][C:3]=1[C:9]1[N:37]=[C:12]2[CH:13]=[N:14][N:15]([CH2:17][C:18]3[N:23]=[C:22]([OH:54])[C:21]([C:25]4[CH:30]=[CH:29][C:28]([O:31][CH3:32])=[CH:27][C:26]=4[C:33]([F:36])([F:35])[F:34])=[CH:20][CH:19]=3)[CH:16]=[C:11]2[N:10]=1. (2) Given the reactants [Br:1][C:2]1[CH:7]=[C:6]([F:8])[C:5]([Cl:9])=[CH:4][C:3]=1[CH2:10]Br.C(O)(=[O:14])C.C([O-])(=O)C.[K+], predict the reaction product. The product is: [Br:1][C:2]1[CH:7]=[C:6]([F:8])[C:5]([Cl:9])=[CH:4][C:3]=1[CH2:10][OH:14].